From a dataset of Forward reaction prediction with 1.9M reactions from USPTO patents (1976-2016). Predict the product of the given reaction. (1) The product is: [Cl:1][C:2]1[CH:7]=[C:6]([N:8]2[CH2:12][CH2:11][CH2:10][CH2:9]2)[N:5]=[C:4]([CH2:13][O:18][C:15](=[O:17])[CH3:16])[N:3]=1. Given the reactants [Cl:1][C:2]1[CH:7]=[C:6]([N:8]2[CH2:12][CH2:11][CH2:10][CH2:9]2)[N:5]=[C:4]([CH2:13]Cl)[N:3]=1.[C:15]([O-:18])(=[O:17])[CH3:16].[K+].[I-].[Na+].O, predict the reaction product. (2) Given the reactants [C:1]([O:5][C:6]([NH:8][C:9]1[CH:10]=[N:11][C:12](Cl)=[C:13]([Cl:15])[CH:14]=1)=[O:7])([CH3:4])([CH3:3])[CH3:2].C(N([CH2:22][CH3:23])CC)C.C1(P(C2C=CC=CC=2)CCCP(C2C=CC=CC=2)C2C=CC=CC=2)C=CC=CC=1.[C]=[O:54].[CH2:55]([OH:57])C, predict the reaction product. The product is: [C:1]([O:5][C:6]([NH:8][C:9]1[CH:14]=[C:13]([Cl:15])[C:12]([C:55]([O:57][CH2:22][CH3:23])=[O:54])=[N:11][CH:10]=1)=[O:7])([CH3:4])([CH3:3])[CH3:2]. (3) Given the reactants [CH3:1][C:2]1([CH3:18])[O:6][C:5]([C:7]2[CH:8]=[CH:9][C:10]([O:15][CH3:16])=[C:11]([CH:14]=2)[C:12]#[N:13])=[CH:4][C:3]1=[O:17].C1C(=O)N([Br:26])C(=O)C1, predict the reaction product. The product is: [Br:26][C:4]1[C:3](=[O:17])[C:2]([CH3:18])([CH3:1])[O:6][C:5]=1[C:7]1[CH:8]=[CH:9][C:10]([O:15][CH3:16])=[C:11]([CH:14]=1)[C:12]#[N:13]. (4) Given the reactants [Cl:1][C:2]1[CH:38]=[CH:37][C:5]([C:6]([N:8]2[CH2:14][C:13]3[CH:15]=[CH:16][C:17]([C:19](O)=[O:20])=[CH:18][C:12]=3[N:11]([CH2:22][C:23]3[CH:28]=[CH:27][C:26]([C:29]([N:31]4[CH2:35][CH2:34][CH2:33][CH2:32]4)=[O:30])=[CH:25][CH:24]=3)[C:10](=[O:36])[CH2:9]2)=[O:7])=[CH:4][CH:3]=1.C(N(CC)CC)C.ClC(OCC)=O.[BH4-].[Na+], predict the reaction product. The product is: [OH:20][CH2:19][C:17]1[CH:16]=[CH:15][C:13]2[CH2:14][N:8]([C:6](=[O:7])[C:5]3[CH:4]=[CH:3][C:2]([Cl:1])=[CH:38][CH:37]=3)[CH2:9][C:10](=[O:36])[N:11]([CH2:22][C:23]3[CH:28]=[CH:27][C:26]([C:29]([N:31]4[CH2:35][CH:34]=[CH:33][CH2:32]4)=[O:30])=[CH:25][CH:24]=3)[C:12]=2[CH:18]=1. (5) Given the reactants C([O:3][C:4]([C:6]1[N:7]([C:26]2[CH:31]=[CH:30][C:29]([O:32][CH:33]([CH3:35])[CH3:34])=[CH:28][CH:27]=2)[C:8]2[C:13]([C:14]=1I)=[CH:12][C:11]([C:16]1[CH:21]=[CH:20][C:19]([C:22]([F:25])([F:24])[F:23])=[CH:18][N:17]=1)=[CH:10][CH:9]=2)=[O:5])C.[CH:36]([C:38]1[CH:43]=[CH:42][CH:41]=[CH:40][N:39]=1)=[CH2:37], predict the reaction product. The product is: [CH:33]([O:32][C:29]1[CH:30]=[CH:31][C:26]([N:7]2[C:8]3[C:13](=[CH:12][C:11]([C:16]4[CH:21]=[CH:20][C:19]([C:22]([F:23])([F:24])[F:25])=[CH:18][N:17]=4)=[CH:10][CH:9]=3)[C:14]([CH2:37][CH2:36][C:38]3[CH:43]=[CH:42][CH:41]=[CH:40][N:39]=3)=[C:6]2[C:4]([OH:3])=[O:5])=[CH:27][CH:28]=1)([CH3:34])[CH3:35]. (6) The product is: [NH2:11][C:9]1[N:8]=[CH:7][N:6]=[C:5]2[N:4]([CH:27]([C:25]3[C:24]([O:30][CH2:31][CH3:32])=[C:23]([CH:33]4[CH2:34][N:35]([C:37]([O:39][C:40]([CH3:42])([CH3:41])[CH3:43])=[O:38])[CH2:36]4)[C:22]([F:44])=[C:21]([Cl:20])[CH:26]=3)[CH3:28])[N:3]=[C:2]([CH3:1])[C:10]=12. Given the reactants [CH3:1][C:2]1[C:10]2[C:5](=[N:6][CH:7]=[N:8][C:9]=2[NH2:11])[NH:4][N:3]=1.C(=O)([O-])[O-].[Cs+].[Cs+].[I-].[K+].[Cl:20][C:21]1[C:22]([F:44])=[C:23]([CH:33]2[CH2:36][N:35]([C:37]([O:39][C:40]([CH3:43])([CH3:42])[CH3:41])=[O:38])[CH2:34]2)[C:24]([O:30][CH2:31][CH3:32])=[C:25]([CH:27](Cl)[CH3:28])[CH:26]=1, predict the reaction product. (7) Given the reactants Cl[C:2]1[N:7]=[C:6]([NH2:8])[N:5]=[C:4]([NH:9][CH2:10][CH2:11][C:12]2[CH:17]=[CH:16][C:15]([Cl:18])=[CH:14][CH:13]=2)[CH:3]=1.[N:19]1[C:28]2[C:23](=[C:24](B(O)O)[CH:25]=[CH:26][CH:27]=2)[CH:22]=[CH:21][CH:20]=1.C(=O)([O-])[O-].[K+].[K+], predict the reaction product. The product is: [Cl:18][C:15]1[CH:16]=[CH:17][C:12]([CH2:11][CH2:10][NH:9][C:4]2[CH:3]=[C:2]([C:24]3[CH:25]=[CH:26][CH:27]=[C:28]4[C:23]=3[CH:22]=[CH:21][CH:20]=[N:19]4)[N:7]=[C:6]([NH2:8])[N:5]=2)=[CH:13][CH:14]=1.